From a dataset of Reaction yield outcomes from USPTO patents with 853,638 reactions. Predict the reaction yield, written as a fraction of the theoretical maximum amount of product (1.0 means a 100% yield; for example, 0.34 means a 34% yield). (1) The reactants are C[Si](C)(C)[O:3][C:4]([CH:6]=[CH2:7])=[CH2:5].[C:10]([O:15][CH2:16][CH:17]([CH3:19])[CH3:18])(=[O:14])[C:11]([CH3:13])=[CH2:12].F[P-](F)(F)(F)(F)F.C([N+]1C=CN(C)C=1)CCC. The catalyst is C(C1C=C(C(C)(C)C)C(O)=C(C(C)(C)C)C=1)C1C=C(C(C)(C)C)C(O)=C(C(C)(C)C)C=1. The product is [CH3:12][C:11]1([C:10]([O:15][CH2:16][CH:17]([CH3:19])[CH3:18])=[O:14])[CH2:7][CH2:6][C:4](=[O:5])[CH2:3][CH2:13]1. The yield is 0.213. (2) The reactants are C([Si]([O:8][CH2:9][C:10]1[CH:15]=[C:14]([N+:16]([O-:18])=[O:17])[CH:13]=[CH:12][C:11]=1[N:19]=[C:20]=S)(C)C)(C)(C)C.[CH:22]1([C:25]2[CH:26]=[C:27]([NH2:31])[CH:28]=[CH:29][CH:30]=2)[CH2:24][CH2:23]1. No catalyst specified. The product is [CH:22]1([C:25]2[CH:26]=[C:27]([NH:31][C:20]3[O:8][CH2:9][C:10]4[CH:15]=[C:14]([N+:16]([O-:18])=[O:17])[CH:13]=[CH:12][C:11]=4[N:19]=3)[CH:28]=[CH:29][CH:30]=2)[CH2:24][CH2:23]1. The yield is 0.740.